From a dataset of Forward reaction prediction with 1.9M reactions from USPTO patents (1976-2016). Predict the product of the given reaction. (1) Given the reactants [CH3:1][C:2]1[N:6]=[C:5]([NH2:7])[O:4][N:3]=1.[C:8]1([CH:14]([C:18]2[CH:23]=[CH:22][CH:21]=[CH:20][CH:19]=2)[C:15](Cl)=[O:16])[CH:13]=[CH:12][CH:11]=[CH:10][CH:9]=1, predict the reaction product. The product is: [CH3:1][C:2]1[N:6]=[C:5]([NH:7][C:15](=[O:16])[CH:14]([C:8]2[CH:13]=[CH:12][CH:11]=[CH:10][CH:9]=2)[C:18]2[CH:23]=[CH:22][CH:21]=[CH:20][CH:19]=2)[O:4][N:3]=1. (2) Given the reactants [F:1][CH:2]([F:28])[O:3][C:4]1[CH:9]=[CH:8][CH:7]=[CH:6][C:5]=1[C:10](=[O:27])[CH2:11][CH2:12][C:13]1[N:14]=[C:15]([C:18]2[CH:23]=[CH:22][C:21]([O:24][CH3:25])=[C:20]([OH:26])[CH:19]=2)[O:16][CH:17]=1.Br[CH:30]([CH3:32])[CH3:31], predict the reaction product. The product is: [F:28][CH:2]([F:1])[O:3][C:4]1[CH:9]=[CH:8][CH:7]=[CH:6][C:5]=1[C:10](=[O:27])[CH2:11][CH2:12][C:13]1[N:14]=[C:15]([C:18]2[CH:23]=[CH:22][C:21]([O:24][CH3:25])=[C:20]([O:26][CH:30]([CH3:32])[CH3:31])[CH:19]=2)[O:16][CH:17]=1. (3) Given the reactants [N+:1]([C:4]1[CH:5]=[C:6]2[C:10](=[CH:11][CH:12]=1)[NH:9][C:8]([C:13]([NH:15][C:16]1[CH:21]=[CH:20][CH:19]=[CH:18][CH:17]=1)=[O:14])=[CH:7]2)([O-:3])=[O:2].[OH-].[Na+].Br[CH2:25][CH2:26][C:27]1[CH:32]=[CH:31][CH:30]=[CH:29][CH:28]=1.[H-].[Na+].[Br-].Cl, predict the reaction product. The product is: [N+:1]([C:4]1[CH:5]=[C:6]2[C:10](=[CH:11][CH:12]=1)[N:9]([CH2:25][CH2:26][C:27]1[CH:32]=[CH:31][CH:30]=[CH:29][CH:28]=1)[C:8]([C:13]([NH:15][C:16]1[CH:17]=[CH:18][CH:19]=[CH:20][CH:21]=1)=[O:14])=[CH:7]2)([O-:3])=[O:2]. (4) Given the reactants [CH3:1][N:2]([CH3:18])[C:3]1[C:8]([CH3:9])=[CH:7][N:6]=[C:5]([NH:10][C@@H:11]2[CH2:16][CH2:15][C@H:14]([NH2:17])[CH2:13][CH2:12]2)[N:4]=1.[F:19][C:20]([F:34])([F:33])[C:21]1[CH:22]=[C:23]([S:27]([CH2:29][C:30](O)=[O:31])=[O:28])[CH:24]=[CH:25][CH:26]=1.CN(C(ON1N=NC2C=CC=NC1=2)=[N+](C)C)C.F[P-](F)(F)(F)(F)F.CCN(CC)CC, predict the reaction product. The product is: [CH3:18][N:2]([CH3:1])[C:3]1[C:8]([CH3:9])=[CH:7][N:6]=[C:5]([NH:10][C@@H:11]2[CH2:16][CH2:15][C@H:14]([NH:17][C:30](=[O:31])[CH2:29][S:27]([C:23]3[CH:24]=[CH:25][CH:26]=[C:21]([C:20]([F:33])([F:19])[F:34])[CH:22]=3)=[O:28])[CH2:13][CH2:12]2)[N:4]=1. (5) Given the reactants [C:1]([CH2:3][C:4]1([N:15]2[CH:19]=[CH:18][C:17]([C:20]3[N:25]4[CH:26]=[CH:27][N:28]=[C:24]4[CH:23]=[C:22]([C:29]4[CH:34]=[CH:33][N:32]([CH3:35])[C:31](=[O:36])[CH:30]=4)[N:21]=3)=[N:16]2)[CH2:7][N:6]([C:8](OC(C)(C)C)=O)[CH2:5]1)#[N:2].Cl.O1CCOCC1.C(N(C(C)C)CC)(C)C.[F:53][C:54]([F:65])([F:64])S(OC[C:54]([F:65])([F:64])[F:53])(=O)=O, predict the reaction product. The product is: [CH3:35][N:32]1[CH:33]=[CH:34][C:29]([C:22]2[N:21]=[C:20]([C:17]3[CH:18]=[CH:19][N:15]([C:4]4([CH2:3][C:1]#[N:2])[CH2:5][N:6]([CH2:8][C:54]([F:65])([F:64])[F:53])[CH2:7]4)[N:16]=3)[N:25]3[CH:26]=[CH:27][N:28]=[C:24]3[CH:23]=2)=[CH:30][C:31]1=[O:36]. (6) Given the reactants [Br:1][C:2]1[C:10]([F:11])=[CH:9][C:5]([C:6]([OH:8])=[O:7])=[C:4]([F:12])[CH:3]=1.[CH3:13]COCC.[N+](=C)=[N-], predict the reaction product. The product is: [Br:1][C:2]1[C:10]([F:11])=[CH:9][C:5]([C:6]([O:8][CH3:13])=[O:7])=[C:4]([F:12])[CH:3]=1. (7) Given the reactants [F:1][C:2]1[C:7]([O:8][CH3:9])=[CH:6][C:5]([O:10][CH3:11])=[C:4]([F:12])[C:3]=1[N:13]1[CH2:18][C:17]2[CH:19]=[N:20][C:21]3[N:25]([S:26]([C:29]4[CH:34]=[CH:33][CH:32]=[CH:31][CH:30]=4)(=[O:28])=[O:27])[C:24]([CH2:35][N:36]4[CH2:41][CH2:40][O:39][CH2:38][CH2:37]4)=[CH:23][C:22]=3[C:16]=2[N:15]([CH2:42][CH2:43]O)[C:14]1=[O:45].C(N(S(F)(F)[F:52])CC)C, predict the reaction product. The product is: [F:12][C:4]1[C:5]([O:10][CH3:11])=[CH:6][C:7]([O:8][CH3:9])=[C:2]([F:1])[C:3]=1[N:13]1[CH2:18][C:17]2[CH:19]=[N:20][C:21]3[N:25]([S:26]([C:29]4[CH:30]=[CH:31][CH:32]=[CH:33][CH:34]=4)(=[O:27])=[O:28])[C:24]([CH2:35][N:36]4[CH2:37][CH2:38][O:39][CH2:40][CH2:41]4)=[CH:23][C:22]=3[C:16]=2[N:15]([CH2:42][CH2:43][F:52])[C:14]1=[O:45].